From a dataset of Forward reaction prediction with 1.9M reactions from USPTO patents (1976-2016). Predict the product of the given reaction. (1) Given the reactants [F:1][B-](F)(F)F.N#[O+].[CH3:8][O:9][C:10](=[O:29])[CH:11]([C:18]1[CH:23]=[CH:22][C:21]([S:24]([CH3:27])(=[O:26])=[O:25])=[C:20](N)[CH:19]=1)[CH2:12][CH:13]1[CH2:17][CH2:16][CH2:15][CH2:14]1.ClC1C=CC=CC=1Cl, predict the reaction product. The product is: [CH3:8][O:9][C:10](=[O:29])[CH:11]([C:18]1[CH:23]=[CH:22][C:21]([S:24]([CH3:27])(=[O:26])=[O:25])=[C:20]([F:1])[CH:19]=1)[CH2:12][CH:13]1[CH2:17][CH2:16][CH2:15][CH2:14]1. (2) Given the reactants [CH2:1]([N:8]1[C:16]2[C:11](=[CH:12][CH:13]=[C:14]([Cl:17])[CH:15]=2)[C:10]([S:18][C:19]2[CH:20]=[C:21]([CH2:25][OH:26])[CH:22]=[CH:23][CH:24]=2)=[C:9]1[CH3:27])[C:2]1[CH:7]=[CH:6][CH:5]=[CH:4][CH:3]=1.C[N+]1([O-])CCOCC1, predict the reaction product. The product is: [CH2:1]([N:8]1[C:16]2[C:11](=[CH:12][CH:13]=[C:14]([Cl:17])[CH:15]=2)[C:10]([S:18][C:19]2[CH:20]=[C:21]([CH:22]=[CH:23][CH:24]=2)[CH:25]=[O:26])=[C:9]1[CH3:27])[C:2]1[CH:3]=[CH:4][CH:5]=[CH:6][CH:7]=1. (3) Given the reactants Br[C:2]1[C:10]2[C:9]([NH:11][C@H:12]([C:14]3[N:19]([C:20]4[CH:25]=[CH:24][CH:23]=[CH:22][CH:21]=4)[C:18](=[O:26])[C:17]4=[C:27]([CH3:30])[CH:28]=[CH:29][N:16]4[N:15]=3)[CH3:13])=[N:8][CH:7]=[N:6][C:5]=2[N:4](COCC[Si](C)(C)C)[CH:3]=1.[OH:39][C:40]1[CH:41]=[C:42]([NH:55][S:56]([C:59]2[CH:64]=[CH:63][C:62]([O:65][CH3:66])=[CH:61][CH:60]=2)(=[O:58])=[O:57])[CH:43]=[C:44](B2OC(C)(C)C(C)(C)O2)[CH:45]=1.C(=O)([O-])[O-].[Na+].[Na+], predict the reaction product. The product is: [OH:39][C:40]1[CH:41]=[C:42]([NH:55][S:56]([C:59]2[CH:64]=[CH:63][C:62]([O:65][CH3:66])=[CH:61][CH:60]=2)(=[O:58])=[O:57])[CH:43]=[C:44]([C:2]2[C:10]3[C:9]([NH:11][C@H:12]([C:14]4[N:19]([C:20]5[CH:25]=[CH:24][CH:23]=[CH:22][CH:21]=5)[C:18](=[O:26])[C:17]5=[C:27]([CH3:30])[CH:28]=[CH:29][N:16]5[N:15]=4)[CH3:13])=[N:8][CH:7]=[N:6][C:5]=3[NH:4][CH:3]=2)[CH:45]=1. (4) Given the reactants [CH2:1]([CH:3]1O[CH2:4]1)[Cl:2].[S-:6]C#N.[NH4+].[N:10]1[CH:15]=[CH:14][CH:13]=[CH:12][CH:11]=1.O, predict the reaction product. The product is: [N:10]1[CH:15]=[CH:14][CH:13]=[CH2+:12][CH:11]=1.[Cl-:2].[S:6]1[CH2:4][CH2:3][CH2:1]1. (5) Given the reactants [C:1]([O:5][C:6]([NH:8][C@@H:9]([C:18]([OH:20])=O)[CH2:10][C:11]1[CH:16]=[CH:15][C:14]([F:17])=[CH:13][CH:12]=1)=[O:7])([CH3:4])([CH3:3])[CH3:2].CCN(C(C)C)C(C)C.CCOC(C(C#N)=NOC(N1CCOCC1)=[N+](C)C)=O.F[P-](F)(F)(F)(F)F.[CH3:57][O:58][C:59]1[CH:60]=[C:61]([C:67]2[CH2:68][C:69]([CH3:81])([CH3:80])[C:70](=[O:79])[N:71]([CH:73]3[CH2:78][CH2:77][NH:76][CH2:75][CH2:74]3)[N:72]=2)[CH:62]=[CH:63][C:64]=1[O:65][CH3:66], predict the reaction product. The product is: [CH3:57][O:58][C:59]1[CH:60]=[C:61]([C:67]2[CH2:68][C:69]([CH3:81])([CH3:80])[C:70](=[O:79])[N:71]([CH:73]3[CH2:74][CH2:75][N:76]([C:18](=[O:20])[C@H:9]([NH:8][C:6](=[O:7])[O:5][C:1]([CH3:2])([CH3:3])[CH3:4])[CH2:10][C:11]4[CH:12]=[CH:13][C:14]([F:17])=[CH:15][CH:16]=4)[CH2:77][CH2:78]3)[N:72]=2)[CH:62]=[CH:63][C:64]=1[O:65][CH3:66]. (6) Given the reactants [CH3:1][O:2][C:3]1[CH:12]=[C:11]2[C:6]([C:7](=O)[CH:8]=[CH:9][NH:10]2)=[CH:5][C:4]=1[O:14]C(=O)C.O=P(Cl)(Cl)[Cl:20], predict the reaction product. The product is: [Cl:20][C:7]1[C:6]2[C:11](=[CH:12][C:3]([O:2][CH3:1])=[C:4]([OH:14])[CH:5]=2)[N:10]=[CH:9][CH:8]=1.